Dataset: Full USPTO retrosynthesis dataset with 1.9M reactions from patents (1976-2016). Task: Predict the reactants needed to synthesize the given product. (1) Given the product [CH2:13]([O:12][P:11]([CH2:4][C:3]1[C:2]([Cl:1])=[CH:9][CH:8]=[CH:7][C:6]=1[Cl:10])(=[O:18])[O:15][CH2:16][CH3:17])[CH3:14], predict the reactants needed to synthesize it. The reactants are: [Cl:1][C:2]1[CH:9]=[CH:8][CH:7]=[C:6]([Cl:10])[C:3]=1[CH2:4]Br.[P:11]([O:18]CC)([O:15][CH2:16][CH3:17])[O:12][CH2:13][CH3:14]. (2) Given the product [NH:1]1[C:5]2[CH:6]=[CH:7][CH:8]=[CH:9][C:4]=2[N:3]=[C:2]1[C:10]([N:12]1[CH2:13][CH:14]([C:16]2[C:21]([N:22]3[CH2:27][CH2:26][C:25](=[O:28])[CH2:24][CH2:23]3)=[N:20][CH:19]=[CH:18][N:17]=2)[CH2:15]1)=[O:11], predict the reactants needed to synthesize it. The reactants are: [NH:1]1[C:5]2[CH:6]=[CH:7][CH:8]=[CH:9][C:4]=2[N:3]=[C:2]1[C:10]([N:12]1[CH2:15][CH:14]([C:16]2[C:21]([N:22]3[CH2:27][CH2:26][CH:25]([OH:28])[CH2:24][CH2:23]3)=[N:20][CH:19]=[CH:18][N:17]=2)[CH2:13]1)=[O:11].CC(OI1(OC(C)=O)(OC(C)=O)OC(=O)C2C=CC=CC1=2)=O.CCOCC.CCOC(C)=O. (3) Given the product [C:20]([C:22]([C:25]1[CH:26]=[C:27]([CH:47]=[CH:48][N:49]=1)[C:28]([NH:30][C:31]1[CH:32]=[CH:33][C:34]([CH3:37])=[C:35]([C:5]2[N:10]=[N:9][C:8]([O:11][CH2:12][CH3:13])=[C:7]([N:14]3[CH2:19][CH2:18][O:17][CH2:16][CH2:15]3)[CH:6]=2)[CH:36]=1)=[O:29])([CH3:24])[CH3:23])#[N:21], predict the reactants needed to synthesize it. The reactants are: C(Cl)Cl.Cl[C:5]1[N:10]=[N:9][C:8]([O:11][CH2:12][CH3:13])=[C:7]([N:14]2[CH2:19][CH2:18][O:17][CH2:16][CH2:15]2)[CH:6]=1.[C:20]([C:22]([C:25]1[CH:26]=[C:27]([CH:47]=[CH:48][N:49]=1)[C:28]([NH:30][C:31]1[CH:36]=[CH:35][C:34]([CH3:37])=[C:33](B2OC(C)(C)C(C)(C)O2)[CH:32]=1)=[O:29])([CH3:24])[CH3:23])#[N:21].C([O-])([O-])=O.[Na+].[Na+]. (4) The reactants are: [OH:1][N:2]=[C:3]([C:5]1[CH:10]=[CH:9][N:8]=[N:7][CH:6]=1)[NH2:4].[F:11][C:12]1[CH:13]=[C:14]([CH:18]=[C:19]([F:22])[C:20]=1[F:21])[C:15](Cl)=O.N. Given the product [N:8]1[CH:9]=[CH:10][C:5]([C:3]2[N:4]=[C:15]([C:14]3[CH:13]=[C:12]([F:11])[C:20]([F:21])=[C:19]([F:22])[CH:18]=3)[O:1][N:2]=2)=[CH:6][N:7]=1, predict the reactants needed to synthesize it. (5) Given the product [Cl:1][C:2]1[N:3]=[CH:4][C:5]2[N:6]([CH3:19])[C:7](=[O:18])[C:8]3([CH2:16][CH2:17]3)[CH2:9][N:10]([CH:13]([CH3:15])[CH3:14])[C:11]=2[N:12]=1, predict the reactants needed to synthesize it. The reactants are: [Cl:1][C:2]1[N:3]=[CH:4][C:5]2[NH:6][C:7](=[O:18])[C:8]3([CH2:17][CH2:16]3)[CH2:9][N:10]([CH:13]([CH3:15])[CH3:14])[C:11]=2[N:12]=1.[CH3:19]I.[H-].[Na+]. (6) The reactants are: [CH3:1][O:2][C:3]([C:5]1[N:6]=[C:7]2[C:12]([C:13]([F:16])([F:15])[F:14])=[CH:11][C:10](Br)=[CH:9][N:8]2[C:18]=1[Cl:19])=[O:4].[C:20]1(B(O)O)[CH2:24][CH2:23][CH2:22][CH:21]=1.C([O-])(O)=O.[Na+]. Given the product [CH3:1][O:2][C:3]([C:5]1[N:6]=[C:7]2[C:12]([C:13]([F:16])([F:15])[F:14])=[CH:11][C:10]([C:20]3[CH2:24][CH2:23][CH2:22][CH:21]=3)=[CH:9][N:8]2[C:18]=1[Cl:19])=[O:4], predict the reactants needed to synthesize it. (7) Given the product [CH3:1][N:2]([CH3:20])[C:3]1[CH:8]=[C:7]([C:9]2[N:13]3[CH:14]=[CH:15][CH:16]=[CH:17][C:12]3=[N:11][C:10]=2[CH:18]=[O:19])[CH:6]=[CH:5][N:4]=1, predict the reactants needed to synthesize it. The reactants are: [CH3:1][N:2]([CH3:20])[C:3]1[CH:8]=[C:7]([C:9]2[N:13]3[CH:14]=[CH:15][CH:16]=[CH:17][C:12]3=[N:11][C:10]=2[CH2:18][OH:19])[CH:6]=[CH:5][N:4]=1.CN1CCN(C2N=CC(C3N4C=CC=CC4=NC=3C=O)=CC=2)CC1. (8) Given the product [Br:1][C:2]1[CH:3]=[C:4]([CH:12]2[C:21]3[C:22](=[CH:23][C:18]([N:17]([CH3:25])[CH3:16])=[CH:19][CH:20]=3)[O:15][CH:14]([N:26]3[CH2:31][CH2:30][O:29][CH2:28][CH2:27]3)[CH2:13]2)[CH:5]=[C:6]([O:10][CH3:11])[C:7]=1[O:8][CH3:9], predict the reactants needed to synthesize it. The reactants are: [Br:1][C:2]1[CH:3]=[C:4]([CH:12]=[CH:13][CH:14]=[O:15])[CH:5]=[C:6]([O:10][CH3:11])[C:7]=1[O:8][CH3:9].[CH3:16][N:17]([CH3:25])[C:18]1[CH:19]=[C:20](O)[CH:21]=[CH:22][CH:23]=1.[NH:26]1[CH2:31][CH2:30][O:29][CH2:28][CH2:27]1.